From a dataset of Full USPTO retrosynthesis dataset with 1.9M reactions from patents (1976-2016). Predict the reactants needed to synthesize the given product. (1) The reactants are: [CH2:1]([C:3]1[CH:17]=[CH:16][C:6]([O:7][C:8]2[CH:14]=[CH:13][C:11](N)=[CH:10][C:9]=2[F:15])=[C:5]([O:18][CH3:19])[CH:4]=1)[CH3:2].N([O-])=[O:21].[Na+].C([O-])(O)=O.[Na+].[NH4+].[OH-]. Given the product [CH2:1]([C:3]1[CH:17]=[CH:16][C:6]([O:7][C:8]2[CH:14]=[CH:13][C:11]([OH:21])=[CH:10][C:9]=2[F:15])=[C:5]([O:18][CH3:19])[CH:4]=1)[CH3:2], predict the reactants needed to synthesize it. (2) Given the product [Cl-:1].[Cl-:1].[CH:4]1([Ti+2:9][O:10][C:11]2[CH:16]=[CH:15][CH:14]=[CH:13][N:12]=2)[CH:8]=[CH:7][CH:6]=[CH:5]1, predict the reactants needed to synthesize it. The reactants are: [Cl-:1].[Cl-].[Cl-].[CH:4]1([Ti+3:9])[CH:8]=[CH:7][CH:6]=[CH:5]1.[OH:10][C:11]1[CH:16]=[CH:15][CH:14]=[CH:13][N:12]=1.C(N(CC)CC)C. (3) Given the product [Cl:1][C:2]1[CH:3]=[C:4]([NH:8][C:9]2[CH:14]=[C:13]([NH:15][C:16]3[CH:17]=[C:18]([CH:26]=[CH:27][CH:28]=3)[C:19]([O:21][C:22]([CH3:23])([CH3:25])[CH3:24])=[O:20])[N:12]3[N:29]=[CH:30][C:31]([CH:32]=[C:43]4[C:41](=[O:42])[NH:40][C:38](=[O:39])[NH:37]4)=[C:11]3[N:10]=2)[CH:5]=[CH:6][CH:7]=1, predict the reactants needed to synthesize it. The reactants are: [Cl:1][C:2]1[CH:3]=[C:4]([NH:8][C:9]2[CH:14]=[C:13]([NH:15][C:16]3[CH:17]=[C:18]([CH:26]=[CH:27][CH:28]=3)[C:19]([O:21][C:22]([CH3:25])([CH3:24])[CH3:23])=[O:20])[N:12]3[N:29]=[CH:30][C:31]([CH:32]=O)=[C:11]3[N:10]=2)[CH:5]=[CH:6][CH:7]=1.C(O)C.[NH:37]1[CH2:43][C:41](=[O:42])[NH:40][C:38]1=[O:39].N1CCCCC1. (4) Given the product [CH3:1][C:2]1[C:7]([CH2:8][S@:9]([C:10]2[NH:11][C:12]3[CH:13]=[CH:14][CH:15]=[CH:16][C:17]=3[N:18]=2)=[O:19])=[N:6][CH:5]=[CH:4][C:3]=1[O:20][CH2:21][C:22]([F:25])([F:23])[F:24], predict the reactants needed to synthesize it. The reactants are: [CH3:1][C:2]1[C:3]([O:20][CH2:21][C:22]([F:25])([F:24])[F:23])=[CH:4][CH:5]=[N:6][C:7]=1[CH2:8][S+:9]([O-:19])[C:10]1[NH:11][C:12]2[CH:13]=[CH:14][CH:15]=[CH:16][C:17]=2[N:18]=1.CCCCCC.C(N(CC)CC)C.CCCCCC.CC(O)C. (5) Given the product [CH3:1][C:2]1[N:3]([CH2:20][CH2:19][O:18][CH3:17])[C:4]2[C:9]([CH:10]=1)=[C:8]([C:11]([F:12])([F:14])[F:13])[C:7]([C:15]#[N:16])=[CH:6][CH:5]=2, predict the reactants needed to synthesize it. The reactants are: [CH3:1][C:2]1[NH:3][C:4]2[C:9]([CH:10]=1)=[C:8]([C:11]([F:14])([F:13])[F:12])[C:7]([C:15]#[N:16])=[CH:6][CH:5]=2.[CH3:17][O:18][CH2:19][CH2:20]Cl. (6) The reactants are: [F:1][C:2]([F:6])([F:5])[CH2:3][OH:4].C(=O)([O-])[O-].[Cs+].[Cs+].[CH3:13][O:14][C:15]([C:17]1[C:22]([NH2:23])=[N:21][C:20](Cl)=[CH:19][N:18]=1)=[O:16].[NH4+].[Cl-]. Given the product [CH3:13][O:14][C:15]([C:17]1[C:22]([NH2:23])=[N:21][C:20]([O:4][CH2:3][C:2]([F:6])([F:5])[F:1])=[CH:19][N:18]=1)=[O:16], predict the reactants needed to synthesize it. (7) Given the product [Cl:26][C:5]1[C:6]([N:11]2[CH2:16][CH2:15][N:14]([CH2:17][C:18]([NH:20][C:21]3[S:22][CH:23]=[CH:24][N:25]=3)=[O:19])[CH2:13][CH2:12]2)=[C:7]2[N:8]=[C:33]([C:32]3[CH:35]=[CH:36][C:29]([O:28][CH3:27])=[CH:30][CH:31]=3)[NH:1][C:2]2=[N:3][CH:4]=1, predict the reactants needed to synthesize it. The reactants are: [NH2:1][C:2]1[C:7]([N+:8]([O-])=O)=[C:6]([N:11]2[CH2:16][CH2:15][N:14]([CH2:17][C:18]([NH:20][C:21]3[S:22][CH:23]=[CH:24][N:25]=3)=[O:19])[CH2:13][CH2:12]2)[C:5]([Cl:26])=[CH:4][N:3]=1.[CH3:27][O:28][C:29]1[CH:36]=[CH:35][C:32]([CH:33]=O)=[CH:31][CH:30]=1.[O-]S(S([O-])=O)=O.[Na+].[Na+]. (8) Given the product [CH3:24][O:25][CH2:26][CH2:27][CH2:28][O:29][C:30]1[CH:31]=[CH:32][C:33]([N:36]2[CH2:13][CH2:12][C:6]3([CH2:7][CH2:8][N:9]([S:19]([CH2:18][CH:17]([CH3:23])[CH3:16])(=[O:21])=[O:20])[CH2:10][CH2:11]3)[C:4]2=[O:5])=[CH:34][CH:35]=1, predict the reactants needed to synthesize it. The reactants are: C(O[C:4]([C:6]1([CH2:12][CH2:13]OC)[CH2:11][CH2:10][NH:9][CH2:8][CH2:7]1)=[O:5])C.[CH3:16][CH:17]([CH3:23])[CH2:18][S:19](Cl)(=[O:21])=[O:20].[CH3:24][O:25][CH2:26][CH2:27][CH2:28][O:29][C:30]1[CH:35]=[CH:34][C:33]([NH2:36])=[CH:32][CH:31]=1. (9) Given the product [Br:1][C:2]1[CH:7]=[C:6]2[C:5](=[CH:4][C:3]=1[O:20][CH3:21])[NH:8][CH:9]=[CH:10][C:15]2=[O:16], predict the reactants needed to synthesize it. The reactants are: [Br:1][C:2]1[CH:7]=[CH:6][C:5]([NH:8][CH:9]=[C:10]2[C:15](=[O:16])OC(C)(C)OC2=O)=[CH:4][C:3]=1[O:20][CH3:21].